Dataset: Full USPTO retrosynthesis dataset with 1.9M reactions from patents (1976-2016). Task: Predict the reactants needed to synthesize the given product. (1) The reactants are: [CH2:1]([N:3]([CH:38]1[CH2:43][CH2:42][O:41][CH2:40][CH2:39]1)[C:4]1[C:5]([CH3:37])=[C:6]([CH:22]=[C:23]([C:25]2[CH:26]=[N:27][C:28]([N:31]3[CH2:36][CH2:35][NH:34][CH2:33][CH2:32]3)=[CH:29][CH:30]=2)[CH:24]=1)[C:7]([NH:9][CH2:10][C:11]1[C:12](=[O:21])[NH:13][C:14]([CH3:20])=[CH:15][C:16]=1[CH2:17][CH2:18][CH3:19])=[O:8])[CH3:2].[CH3:44][N:45]1[CH2:50][CH2:49][C:48](=O)[CH2:47][CH2:46]1.C(O)(=O)C.C(O[BH-](OC(=O)C)OC(=O)C)(=O)C.[Na+]. Given the product [CH2:1]([N:3]([CH:38]1[CH2:43][CH2:42][O:41][CH2:40][CH2:39]1)[C:4]1[C:5]([CH3:37])=[C:6]([CH:22]=[C:23]([C:25]2[CH:26]=[N:27][C:28]([N:31]3[CH2:36][CH2:35][N:34]([CH:48]4[CH2:49][CH2:50][N:45]([CH3:44])[CH2:46][CH2:47]4)[CH2:33][CH2:32]3)=[CH:29][CH:30]=2)[CH:24]=1)[C:7]([NH:9][CH2:10][C:11]1[C:12](=[O:21])[NH:13][C:14]([CH3:20])=[CH:15][C:16]=1[CH2:17][CH2:18][CH3:19])=[O:8])[CH3:2], predict the reactants needed to synthesize it. (2) Given the product [Cl:1][C:2]1[CH:7]=[CH:6][CH:5]=[CH:4][C:3]=1[S:8]([N:18]1[CH2:19][CH2:20][CH2:21][CH:16]([C:15]([OH:22])=[O:14])[CH2:17]1)(=[O:10])=[O:9], predict the reactants needed to synthesize it. The reactants are: [Cl:1][C:2]1[CH:7]=[CH:6][CH:5]=[CH:4][C:3]=1[S:8](Cl)(=[O:10])=[O:9].C([O:14][C:15](=[O:22])[CH:16]1[CH2:21][CH2:20][CH2:19][NH:18][CH2:17]1)C. (3) Given the product [C:4]([Si:1]([O:8][C:9]1[CH:13]=[C:12]([C:14]([F:17])([F:16])[F:15])[S:11][C:10]=1[CH2:18][Cl:29])([CH3:3])[CH3:2])([CH3:7])([CH3:6])[CH3:5], predict the reactants needed to synthesize it. The reactants are: [Si:1]([O:8][C:9]1[CH:13]=[C:12]([C:14]([F:17])([F:16])[F:15])[S:11][C:10]=1[CH2:18]O)([C:4]([CH3:7])([CH3:6])[CH3:5])([CH3:3])[CH3:2].C(N(CC)CC)C.S(Cl)([Cl:29])=O. (4) Given the product [CH3:1][C:2]1[N:7]=[C:6]2[S:8][C:9]3[CH2:13][CH2:12][CH2:11][C:10]=3[C:5]2=[C:4]([C:14]2[CH:19]=[CH:18][C:17]([CH3:20])=[CH:16][CH:15]=2)[C:3]=1[CH:21]([CH2:38][O:39][CH3:40])[C:22]([O:24][CH3:25])=[O:23], predict the reactants needed to synthesize it. The reactants are: [CH3:1][C:2]1[N:7]=[C:6]2[S:8][C:9]3[CH2:13][CH2:12][CH2:11][C:10]=3[C:5]2=[C:4]([C:14]2[CH:19]=[CH:18][C:17]([CH3:20])=[CH:16][CH:15]=2)[C:3]=1[CH2:21][C:22]([O:24][CH3:25])=[O:23].[Li+].C[Si]([N-][Si](C)(C)C)(C)C.C1[CH2:40][O:39][CH2:38]C1.BrCOC. (5) The reactants are: [F:1][C:2]([F:20])([F:19])[C:3]1[CH:4]=[C:5]([S:9]([C@H:12]2[CH2:15][C@H:14]([C:16](O)=[O:17])[CH2:13]2)(=[O:11])=[O:10])[CH:6]=[CH:7][CH:8]=1.[CH3:21]N(C(ON1N=NC2C=CC=NC1=2)=[N+](C)C)C.F[P-](F)(F)(F)(F)F.[Cl:45][C:46]1[CH:47]=[C:48]([CH:57]=[CH:58][C:59]=1[F:60])[O:49][C:50]1N=[CH:54][C:53]([NH2:56])=[CH:52][CH:51]=1. Given the product [Cl:45][C:46]1[CH:47]=[C:48]([CH:57]=[CH:58][C:59]=1[F:60])[O:49][C:50]1[CH:21]=[CH:54][C:53]([NH:56][C:16]([C@H:14]2[CH2:13][C@H:12]([S:9]([C:5]3[CH:6]=[CH:7][CH:8]=[C:3]([C:2]([F:19])([F:20])[F:1])[CH:4]=3)(=[O:10])=[O:11])[CH2:15]2)=[O:17])=[CH:52][CH:51]=1, predict the reactants needed to synthesize it. (6) Given the product [CH3:26][O:25][C:20]1[CH:21]=[C:22]2[C:17](=[CH:18][CH:19]=1)[C:16]([O:27][C:28]1[CH:33]=[CH:32][C:31]([O:34][CH2:35][CH2:36][N:37]3[CH2:42][CH2:41][CH2:40][CH2:39][CH2:38]3)=[CH:30][CH:29]=1)=[C:15]([C:12]1[CH:11]=[CH:10][C:9]([S:6]([NH:5][CH3:1])(=[O:8])=[O:7])=[CH:14][CH:13]=1)[CH:24]=[CH:23]2, predict the reactants needed to synthesize it. The reactants are: [C:1]([N:5](C)[S:6]([C:9]1[CH:14]=[CH:13][C:12]([C:15]2[CH:24]=[CH:23][C:22]3[C:17](=[CH:18][CH:19]=[C:20]([O:25][CH3:26])[CH:21]=3)[C:16]=2[O:27][C:28]2[CH:33]=[CH:32][C:31]([O:34][CH2:35][CH2:36][N:37]3[CH2:42][CH2:41][CH2:40][CH2:39][CH2:38]3)=[CH:30][CH:29]=2)=[CH:11][CH:10]=1)(=[O:8])=[O:7])(C)(C)C.FC(F)(F)C(O)=O.